This data is from Forward reaction prediction with 1.9M reactions from USPTO patents (1976-2016). The task is: Predict the product of the given reaction. (1) Given the reactants I[C:2]1[CH:7]=[CH:6][C:5](/[CH:8]=[CH:9]/[CH2:10][N:11]2[CH2:16][CH2:15][CH:14]([CH3:17])[CH2:13][CH2:12]2)=[CH:4][CH:3]=1.[Cl:18][C:19]1[CH:24]=[CH:23][C:22]([C:25]2[CH:26]=[C:27]([F:33])[C:28]([C:31]#[CH:32])=[N:29][CH:30]=2)=[CH:21][CH:20]=1, predict the reaction product. The product is: [Cl:18][C:19]1[CH:24]=[CH:23][C:22]([C:25]2[CH:26]=[C:27]([F:33])[C:28]([C:31]#[C:32][C:2]3[CH:7]=[CH:6][C:5](/[CH:8]=[CH:9]/[CH2:10][N:11]4[CH2:16][CH2:15][CH:14]([CH3:17])[CH2:13][CH2:12]4)=[CH:4][CH:3]=3)=[N:29][CH:30]=2)=[CH:21][CH:20]=1. (2) The product is: [Br:17][C:18]1[CH:19]=[C:20]([CH:23]=[CH:24][CH:25]=1)[CH2:21][N:5]1[CH2:4][CH2:3][C:2]([CH3:1])([C:9]2[CH:14]=[CH:13][CH:12]=[CH:11][CH:10]=2)[O:7][C:6]1=[O:8]. Given the reactants [CH3:1][C:2]1([C:9]2[CH:14]=[CH:13][CH:12]=[CH:11][CH:10]=2)[O:7][C:6](=[O:8])[NH:5][CH2:4][CH2:3]1.[H-].[Na+].[Br:17][C:18]1[CH:19]=[C:20]([CH:23]=[CH:24][CH:25]=1)[CH2:21]Br, predict the reaction product. (3) Given the reactants C([N:8]1[CH2:26][CH2:25][C:11]2[N:12]=[C:13]([C:17]3[CH:22]=[CH:21][CH:20]=[CH:19][C:18]=3[O:23][CH3:24])[NH:14][C:15](=[O:16])[C:10]=2[CH2:9]1)C1C=CC=CC=1.Cl[C:28]([O:30][CH2:31][CH3:32])=[O:29], predict the reaction product. The product is: [CH3:24][O:23][C:18]1[CH:19]=[CH:20][CH:21]=[CH:22][C:17]=1[C:13]1[NH:14][C:15](=[O:16])[C:10]2[CH2:9][N:8]([C:28]([O:30][CH2:31][CH3:32])=[O:29])[CH2:26][CH2:25][C:11]=2[N:12]=1. (4) Given the reactants C1C(=O)N(Cl)C(=O)C1.[CH:9](=[N:16][OH:17])[C:10]1[CH:15]=[CH:14][CH:13]=[CH:12][CH:11]=1.[Br:18][C:19]1[N:20]=[C:21]([C:40]#[CH:41])[C:22]([N:25]([C:33]([O:35][C:36]([CH3:39])([CH3:38])[CH3:37])=[O:34])[C:26](=[O:32])[O:27][C:28]([CH3:31])([CH3:30])[CH3:29])=[N:23][CH:24]=1.CCN(CC)CC, predict the reaction product. The product is: [Br:18][C:19]1[N:20]=[C:21]([C:40]2[O:17][N:16]=[C:9]([C:10]3[CH:15]=[CH:14][CH:13]=[CH:12][CH:11]=3)[CH:41]=2)[C:22]([N:25]([C:33]([O:35][C:36]([CH3:39])([CH3:38])[CH3:37])=[O:34])[C:26](=[O:32])[O:27][C:28]([CH3:30])([CH3:31])[CH3:29])=[N:23][CH:24]=1. (5) Given the reactants [CH:1]1[CH:2]=[CH:3][C:4]([CH2:7][C:8]2[CH:9]=[CH:10][C:11]([OH:14])=[CH:12][CH:13]=2)=[CH:5][CH:6]=1.[H-].[Na+].[C:17]([O:21][C:22]([N:24]1[CH2:28][CH2:27][CH2:26][C@H:25]1[CH2:29]OS(C1C=CC(C)=CC=1)(=O)=O)=[O:23])([CH3:20])([CH3:19])[CH3:18], predict the reaction product. The product is: [C:17]([O:21][C:22]([N:24]1[CH2:28][CH2:27][CH2:26][C@H:25]1[CH2:29][O:14][C:11]1[CH:10]=[CH:9][C:8]([CH2:7][C:4]2[CH:3]=[CH:2][CH:1]=[CH:6][CH:5]=2)=[CH:13][CH:12]=1)=[O:23])([CH3:20])([CH3:18])[CH3:19]. (6) Given the reactants [CH3:1][N:2]([CH3:14])[CH2:3][CH2:4][C:5]1[CH:10]=[CH:9][C:8]([N+:11]([O-])=O)=[CH:7][CH:6]=1, predict the reaction product. The product is: [CH3:14][N:2]([CH3:1])[CH2:3][CH2:4][C:5]1[CH:6]=[CH:7][C:8]([NH2:11])=[CH:9][CH:10]=1.